Dataset: Forward reaction prediction with 1.9M reactions from USPTO patents (1976-2016). Task: Predict the product of the given reaction. (1) The product is: [CH3:1][NH:2][C:3]1[CH:8]=[C:7]([C:9]([N:11]2[CH2:16][CH2:15][CH2:14][CH:13]([C:56]3[CH:57]=[CH:58][CH:59]=[CH:60][C:55]=3[C:54]([F:68])([F:67])[F:53])[CH2:12]2)=[O:10])[CH:6]=[CH:5][N:4]=1. Given the reactants [CH3:1][NH:2][C:3]1[CH:8]=[C:7]([C:9]([N:11]2[CH2:16][CH2:15][CH2:14][CH:13](C3C=CC(C(F)(F)F)=CC=3)[CH2:12]2)=[O:10])[CH:6]=[CH:5][N:4]=1.O.Cl.CNC1C=C(C=CN=1)C(O)=O.CNC1C=C(C=CN=1)C(O)=O.Cl.Cl.[F:53][C:54]([F:68])([F:67])[C:55]1[CH:60]=[CH:59][CH:58]=[CH:57][C:56]=1C1CCCNC1, predict the reaction product. (2) Given the reactants Br[C:2]1[CH:10]=[CH:9][C:5]([C:6]([OH:8])=[O:7])=[CH:4][CH:3]=1.[F:11][C:12]1[CH:17]=[CH:16][C:15](OB(O)O)=[CH:14][CH:13]=1, predict the reaction product. The product is: [F:11][C:12]1[CH:17]=[CH:16][C:15]([C:2]2[CH:10]=[CH:9][C:5]([C:6]([OH:8])=[O:7])=[CH:4][CH:3]=2)=[CH:14][CH:13]=1. (3) Given the reactants C([O:8][C:9]([CH:11]([CH2:24][CH2:25][C:26]([O:28]CC1C=CC=CC=1)=[O:27])[CH2:12][P:13]([CH2:16][CH2:17][C:18]1[CH:23]=[CH:22][CH:21]=[CH:20][CH:19]=1)(=[O:15])[OH:14])=[O:10])C1C=CC=CC=1, predict the reaction product. The product is: [CH2:16]([P:13]([CH2:12][CH:11]([CH2:24][CH2:25][C:26]([OH:28])=[O:27])[C:9]([OH:10])=[O:8])([OH:15])=[O:14])[CH2:17][C:18]1[CH:19]=[CH:20][CH:21]=[CH:22][CH:23]=1. (4) Given the reactants C([NH:4][C:5]1[CH:10]=[CH:9][C:8]([N:11]([CH2:33][C:34]2[CH:39]=[CH:38][CH:37]=[C:36]([C:40]#[N:41])[CH:35]=2)[CH:12]2[CH2:17][CH2:16][N:15]([CH:18]([CH3:32])[CH2:19][CH2:20][NH:21][C:22](=[O:31])[C:23]3[C:28]([CH3:29])=[CH:27][CH:26]=[CH:25][C:24]=3[CH3:30])[CH2:14][CH2:13]2)=[CH:7][CH:6]=1)(=O)C.Cl, predict the reaction product. The product is: [NH2:4][C:5]1[CH:10]=[CH:9][C:8]([N:11]([CH2:33][C:34]2[CH:39]=[CH:38][CH:37]=[C:36]([C:40]#[N:41])[CH:35]=2)[CH:12]2[CH2:13][CH2:14][N:15]([CH:18]([CH3:32])[CH2:19][CH2:20][NH:21][C:22](=[O:31])[C:23]3[C:24]([CH3:30])=[CH:25][CH:26]=[CH:27][C:28]=3[CH3:29])[CH2:16][CH2:17]2)=[CH:7][CH:6]=1.